Dataset: Full USPTO retrosynthesis dataset with 1.9M reactions from patents (1976-2016). Task: Predict the reactants needed to synthesize the given product. (1) Given the product [ClH:1].[Cl:1][C:2]1[CH:7]=[C:6]([F:8])[CH:5]=[CH:4][C:3]=1[C:9]1[S:13][C:12]([C:14]([N:16]2[CH2:21][CH2:20][C:19]([NH:25][CH2:26][CH2:27][C:28]([F:31])([F:30])[F:29])([C:22]([NH2:24])=[O:23])[CH2:18][CH2:17]2)=[O:15])=[CH:11][C:10]=1[C:32]1[CH:33]=[CH:34][C:35]([O:38][CH2:39][CH2:40][CH2:41][OH:42])=[CH:36][CH:37]=1, predict the reactants needed to synthesize it. The reactants are: [Cl:1][C:2]1[CH:7]=[C:6]([F:8])[CH:5]=[CH:4][C:3]=1[C:9]1[S:13][C:12]([C:14]([N:16]2[CH2:21][CH2:20][C:19]([NH:25][CH2:26][CH2:27][C:28]([F:31])([F:30])[F:29])([C:22]([NH2:24])=[O:23])[CH2:18][CH2:17]2)=[O:15])=[CH:11][C:10]=1[C:32]1[CH:37]=[CH:36][C:35]([O:38][CH2:39][CH2:40][CH2:41][O:42]C2CCCCO2)=[CH:34][CH:33]=1.Cl. (2) The reactants are: [Cl:1][C:2]1[CH:7]=[CH:6][CH:5]=[C:4]([N+:8]([O-])=O)[C:3]=1[I:11]. Given the product [Cl:1][C:2]1[C:3]([I:11])=[C:4]([CH:5]=[CH:6][CH:7]=1)[NH2:8], predict the reactants needed to synthesize it.